From a dataset of Catalyst prediction with 721,799 reactions and 888 catalyst types from USPTO. Predict which catalyst facilitates the given reaction. Reactant: [C:1]([CH:5]1[CH2:10][CH2:9][CH:8]([N:11]([CH2:22][C:23]2[CH:38]=[CH:37][C:26]([C:27]([NH:29][CH2:30][C@@H:31]([OH:36])[C:32]([O:34]C)=[O:33])=[O:28])=[CH:25][CH:24]=2)[C:12]2[N:16]([CH3:17])[C:15]3[CH:18]=[CH:19][CH:20]=[CH:21][C:14]=3[N:13]=2)[CH2:7][CH2:6]1)([CH3:4])([CH3:3])[CH3:2].[Li+].[OH-].O. Product: [C:1]([CH:5]1[CH2:10][CH2:9][CH:8]([N:11]([CH2:22][C:23]2[CH:24]=[CH:25][C:26]([C:27]([NH:29][CH2:30][C@@H:31]([OH:36])[C:32]([OH:34])=[O:33])=[O:28])=[CH:37][CH:38]=2)[C:12]2[N:16]([CH3:17])[C:15]3[CH:18]=[CH:19][CH:20]=[CH:21][C:14]=3[N:13]=2)[CH2:7][CH2:6]1)([CH3:4])([CH3:2])[CH3:3]. The catalyst class is: 5.